From a dataset of Reaction yield outcomes from USPTO patents with 853,638 reactions. Predict the reaction yield, written as a fraction of the theoretical maximum amount of product (1.0 means a 100% yield; for example, 0.34 means a 34% yield). (1) The reactants are [F:1][C:2]([F:12])([F:11])[C:3]1[N:4]=[C:5]([C:8]([OH:10])=O)[S:6][CH:7]=1.CN(C=O)C.C(Cl)(=O)C(Cl)=O.[NH2:24][C:25]1[C:30]([CH3:31])=[C:29]([O:32][CH3:33])[CH:28]=[CH:27][C:26]=1[C:34](=[O:36])[CH3:35]. The catalyst is C(Cl)Cl.O1CCOCC1. The product is [C:34]([C:26]1[C:25]([NH:24][C:8]([C:5]2[S:6][CH2:7][CH:3]([C:2]([F:1])([F:12])[F:11])[N:4]=2)=[O:10])=[C:30]([CH3:31])[C:29]([O:32][CH3:33])=[CH:28][CH:27]=1)(=[O:36])[CH3:35]. The yield is 0.860. (2) The reactants are [H-].[Al+3].[Li+].[H-].[H-].[H-].[N:7]1([C:13](=O)[CH2:14][CH2:15][C:16]2[C:24]3[CH2:23][CH2:22][CH2:21][CH2:20][C:19]=3[NH:18][CH:17]=2)[CH2:12][CH2:11][O:10][CH2:9][CH2:8]1. The catalyst is O1CCCC1.[OH-].[Na+]. The product is [N:7]1([CH2:13][CH2:14][CH2:15][C:16]2[C:24]3[CH2:23][CH2:22][CH2:21][CH2:20][C:19]=3[NH:18][CH:17]=2)[CH2:12][CH2:11][O:10][CH2:9][CH2:8]1. The yield is 0.890. (3) The reactants are [CH2:1]([N:3]([CH2:29][CH3:30])[CH2:4][CH2:5][NH:6][C:7](=[O:28])[C:8]1[CH:13]=[CH:12][C:11]([NH:14][C:15](=[O:25])[CH2:16][O:17]CC2C=CC=CC=2)=[CH:10][C:9]=1[O:26][CH3:27])[CH3:2]. The catalyst is CO.[Pd]. The product is [CH2:29]([N:3]([CH2:1][CH3:2])[CH2:4][CH2:5][NH:6][C:7](=[O:28])[C:8]1[CH:13]=[CH:12][C:11]([NH:14][C:15](=[O:25])[CH2:16][OH:17])=[CH:10][C:9]=1[O:26][CH3:27])[CH3:30]. The yield is 0.226. (4) The reactants are C([SiH2][O:6][C:7](C)(C)[C:8]1[CH:13]=[CH:12][C:11]([C:14]#[C:15][C:16]2[CH:21]=[CH:20][C:19]([CH2:22][C:23]([O:25][CH3:26])=[O:24])=[CH:18][CH:17]=2)=[CH:10][C:9]=1[CH:27]([CH3:29])[CH3:28])(C)(C)C.[F-].C([N+](CCCC)(CCCC)CCCC)CCC. The catalyst is C1COCC1. The product is [OH:6][CH2:7][C:8]1[CH:13]=[CH:12][C:11]([C:14]#[C:15][C:16]2[CH:21]=[CH:20][C:19]([CH2:22][C:23]([O:25][CH3:26])=[O:24])=[CH:18][CH:17]=2)=[CH:10][C:9]=1[CH:27]([CH3:29])[CH3:28]. The yield is 0.850.